From a dataset of Human liver microsome stability data. Regression/Classification. Given a drug SMILES string, predict its absorption, distribution, metabolism, or excretion properties. Task type varies by dataset: regression for continuous measurements (e.g., permeability, clearance, half-life) or binary classification for categorical outcomes (e.g., BBB penetration, CYP inhibition). Dataset: hlm. (1) The compound is N#CC1(n2cc([C@@H](NC(=O)c3ccns3)C3CCCCC3)nn2)CC1. The result is 1 (stable in human liver microsomes). (2) The compound is CC(C)(C)[C@@H](CF)NC(=O)c1nn(-c2c[n+]([O-])ccn2)c2c1C[C@@H]1C[C@H]21. The result is 0 (unstable in human liver microsomes). (3) The result is 0 (unstable in human liver microsomes). The drug is C=C(C)[C@@H]1CC[C@]2(CNCCCN(C)c3ccccc3)CC[C@]3(C)[C@H](CC[C@@H]4[C@@]5(C)CC=C(c6ccc(C(=O)O)cc6)C(C)(C)[C@@H]5CC[C@]43C)[C@@H]12. (4) The drug is COC(=O)Nc1ccc2c(c1)NC(=O)[C@H](C)CCC[C@H](NC(=O)c1cnn(-c3cccc(Cl)c3F)c1)c1cc-2ccn1. The result is 0 (unstable in human liver microsomes). (5) The drug is O=C(C=C(O)c1cc(Cc2ccc(F)cc2F)cn(Cc2ccccc2F)c1=O)C(=O)N[C@H]1CCC[C@@H]1O. The result is 0 (unstable in human liver microsomes). (6) The molecule is Nc1sc2c(c1C(=O)c1ccc3ccccc3c1)CCCC2. The result is 1 (stable in human liver microsomes).